This data is from NCI-60 drug combinations with 297,098 pairs across 59 cell lines. The task is: Regression. Given two drug SMILES strings and cell line genomic features, predict the synergy score measuring deviation from expected non-interaction effect. Drug 1: CN1C(=O)N2C=NC(=C2N=N1)C(=O)N. Drug 2: C1C(C(OC1N2C=NC3=C2NC=NCC3O)CO)O. Cell line: ACHN. Synergy scores: CSS=3.46, Synergy_ZIP=-1.30, Synergy_Bliss=-2.49, Synergy_Loewe=-0.990, Synergy_HSA=-1.83.